This data is from Full USPTO retrosynthesis dataset with 1.9M reactions from patents (1976-2016). The task is: Predict the reactants needed to synthesize the given product. (1) Given the product [CH3:35][O:34][C:27]1[CH:28]=[C:29]([O:32][CH3:33])[CH:30]=[CH:31][C:26]=1[CH2:25][N:6]([CH2:5][C:4]1[CH:36]=[CH:37][C:38]([O:40][CH3:41])=[CH:39][C:3]=1[O:2][CH3:1])[CH:7]1[CH2:12][CH2:11][NH:10][CH2:9][CH:8]1[O:23][CH3:24], predict the reactants needed to synthesize it. The reactants are: [CH3:1][O:2][C:3]1[CH:39]=[C:38]([O:40][CH3:41])[CH:37]=[CH:36][C:4]=1[CH2:5][N:6]([CH2:25][C:26]1[CH:31]=[CH:30][C:29]([O:32][CH3:33])=[CH:28][C:27]=1[O:34][CH3:35])[CH:7]1[CH2:12][CH2:11][N:10](C(OCC2C=CC=CC=2)=O)[CH2:9][CH:8]1[O:23][CH3:24]. (2) Given the product [Cl:1][C:2]1[N:10]=[C:9]2[C:5]([N:6]=[C:7]([C:12]3([F:30])[CH2:15][O:14][CH2:13]3)[N:8]2[CH3:11])=[C:4]([N:17]2[CH2:22][CH2:21][O:20][CH2:19][C@@H:18]2[CH3:23])[N:3]=1, predict the reactants needed to synthesize it. The reactants are: [Cl:1][C:2]1[N:10]=[C:9]2[C:5]([N:6]=[C:7]([C:12]3(O)[CH2:15][O:14][CH2:13]3)[N:8]2[CH3:11])=[C:4]([N:17]2[CH2:22][CH2:21][O:20][CH2:19][C@@H:18]2[CH3:23])[N:3]=1.C(N(S(F)(F)[F:30])CC)C. (3) Given the product [Cl:16][C:10]1[CH:9]=[C:8]([C:4]2[CH:3]=[C:2]([NH:1][S:26]([CH2:25][CH2:24][O:17][C:18]3[CH:23]=[CH:22][CH:21]=[CH:20][CH:19]=3)(=[O:28])=[O:27])[CH:7]=[N:6][CH:5]=2)[CH:15]=[CH:14][C:11]=1[C:12]#[N:13], predict the reactants needed to synthesize it. The reactants are: [NH2:1][C:2]1[CH:3]=[C:4]([C:8]2[CH:15]=[CH:14][C:11]([C:12]#[N:13])=[C:10]([Cl:16])[CH:9]=2)[CH:5]=[N:6][CH:7]=1.[O:17]([CH2:24][CH2:25][S:26](Cl)(=[O:28])=[O:27])[C:18]1[CH:23]=[CH:22][CH:21]=[CH:20][CH:19]=1. (4) Given the product [CH2:1]([O:3][CH2:4][CH2:5][N:6]([CH3:16])[C:7]1[N:12]=[CH:11][C:10]([NH:13][C:28]([C:26]2[N:27]=[C:23]([C:17]3[CH:22]=[CH:21][CH:20]=[CH:19][CH:18]=3)[O:24][C:25]=2[C:31]([F:33])([F:34])[F:32])=[O:29])=[CH:9][N:8]=1)[CH3:2], predict the reactants needed to synthesize it. The reactants are: [CH2:1]([O:3][CH2:4][CH2:5][N:6]([CH3:16])[C:7]1[N:12]=[CH:11][C:10]([N+:13]([O-])=O)=[CH:9][N:8]=1)[CH3:2].[C:17]1([C:23]2[O:24][C:25]([C:31]([F:34])([F:33])[F:32])=[C:26]([C:28](O)=[O:29])[N:27]=2)[CH:22]=[CH:21][CH:20]=[CH:19][CH:18]=1.CCN(CC)CC.F[P-](F)(F)(F)(F)F.N1(O[P+](N(C)C)(N(C)C)N(C)C)C2C=CC=CC=2N=N1. (5) Given the product [Br-:1].[CH2:20]([P+:4]([CH2:2][CH3:3])([CH2:18][CH3:19])[CH2:5][CH2:6][CH2:7][CH2:8][CH2:9][CH2:10][CH2:11][CH2:12][CH2:13][CH2:14][CH2:15][CH2:16][O:17][C:22](=[O:26])[C:23]([CH3:25])=[CH2:24])[CH3:21], predict the reactants needed to synthesize it. The reactants are: [Br-:1].[CH2:2]([P+:4]([CH2:20][CH3:21])([CH2:18][CH3:19])[CH2:5][CH2:6][CH2:7][CH2:8][CH2:9][CH2:10][CH2:11][CH2:12][CH2:13][CH2:14][CH2:15][CH2:16][OH:17])[CH3:3].[C:22](Cl)(=[O:26])[C:23]([CH3:25])=[CH2:24].C(=O)([O-])[O-].[Na+].[Na+].